This data is from Reaction yield outcomes from USPTO patents with 853,638 reactions. The task is: Predict the reaction yield, written as a fraction of the theoretical maximum amount of product (1.0 means a 100% yield; for example, 0.34 means a 34% yield). (1) The reactants are [CH2:1]([C:5]1[O:6][C:7]2[CH:13]=[CH:12][CH:11]=[CH:10][C:8]=2[CH:9]=1)[CH2:2][CH2:3][CH3:4].[Br:14][C:15]1[CH:23]=[CH:22][C:18]([C:19](Cl)=[O:20])=[CH:17][CH:16]=1.[Al+3].[Cl-].[Cl-].[Cl-]. The catalyst is ClCCl. The product is [Br:14][C:15]1[CH:23]=[CH:22][C:18]([C:19]([C:9]2[C:8]3[CH:10]=[CH:11][CH:12]=[CH:13][C:7]=3[O:6][C:5]=2[CH2:1][CH2:2][CH2:3][CH3:4])=[O:20])=[CH:17][CH:16]=1. The yield is 0.360. (2) The product is [CH3:1][C@H:2]([NH:7][C:8]([C:10]1[C:18]2[C:13](=[N:14][CH:15]=[C:16]([C:32]3[S:31][C:30]([CH:28]=[O:29])=[CH:34][CH:33]=3)[N:17]=2)[N:12]([CH2:20][O:21][CH2:22][CH2:23][Si:24]([CH3:27])([CH3:26])[CH3:25])[CH:11]=1)=[O:9])[C:3]([CH3:6])([CH3:5])[CH3:4]. The catalyst is O1CCOCC1.O. The reactants are [CH3:1][C@H:2]([NH:7][C:8]([C:10]1[C:18]2[C:13](=[N:14][CH:15]=[C:16](Br)[N:17]=2)[N:12]([CH2:20][O:21][CH2:22][CH2:23][Si:24]([CH3:27])([CH3:26])[CH3:25])[CH:11]=1)=[O:9])[C:3]([CH3:6])([CH3:5])[CH3:4].[CH:28]([C:30]1[S:31][C:32](B(O)O)=[CH:33][CH:34]=1)=[O:29].C([O-])([O-])=O.[K+].[K+]. The yield is 0.600. (3) The reactants are C([O:3][C:4]([C:6]1([NH:15][C:16]([C:18]2[C:19]([N:25]([CH:27]([CH3:29])[CH3:28])[CH3:26])=[N:20][CH:21]=[C:22]([Cl:24])[CH:23]=2)=[O:17])[CH2:14][C:13]2[C:8](=[CH:9][CH:10]=[CH:11][CH:12]=2)[CH2:7]1)=[O:5])C.O1CCOCC1.CO.[Li+].[OH-]. The catalyst is O. The product is [Cl:24][C:22]1[CH:23]=[C:18]([C:16]([NH:15][C:6]2([C:4]([OH:5])=[O:3])[CH2:7][C:8]3[C:13](=[CH:12][CH:11]=[CH:10][CH:9]=3)[CH2:14]2)=[O:17])[C:19]([N:25]([CH:27]([CH3:28])[CH3:29])[CH3:26])=[N:20][CH:21]=1. The yield is 0.940. (4) The reactants are [CH:1]1([CH:4]([NH:7][C:8]2[C:13]([N+:14]([O-])=O)=[C:12]([C:17]3[CH:22]=[CH:21][C:20]([Cl:23])=[CH:19][C:18]=3[Cl:24])[CH:11]=[CH:10][N:9]=2)[CH2:5][CH3:6])[CH2:3][CH2:2]1.[O-]S(S([O-])=O)=O.[Na+].[Na+]. No catalyst specified. The product is [CH:1]1([CH:4]([NH:7][C:8]2[C:13]([NH2:14])=[C:12]([C:17]3[CH:22]=[CH:21][C:20]([Cl:23])=[CH:19][C:18]=3[Cl:24])[CH:11]=[CH:10][N:9]=2)[CH2:5][CH3:6])[CH2:3][CH2:2]1. The yield is 0.750. (5) The reactants are [C:1]1([C:7]2[N:8]=[C:9]([CH:12]3[CH2:14][CH:13]3[C:15]([O:17][CH2:18][CH3:19])=[O:16])[NH:10][CH:11]=2)[CH:6]=[CH:5][CH:4]=[CH:3][CH:2]=1.[C:20](=O)([O-])[O-].[K+].[K+].IC. The catalyst is CN(C=O)C.CCOCC. The product is [CH3:20][N:10]1[CH:11]=[C:7]([C:1]2[CH:2]=[CH:3][CH:4]=[CH:5][CH:6]=2)[N:8]=[C:9]1[CH:12]1[CH2:14][CH:13]1[C:15]([O:17][CH2:18][CH3:19])=[O:16]. The yield is 0.655.